This data is from Full USPTO retrosynthesis dataset with 1.9M reactions from patents (1976-2016). The task is: Predict the reactants needed to synthesize the given product. (1) Given the product [C:6]([N:5]1[CH2:4][C:3]([CH2:10][CH3:11])([CH2:1][CH3:2])[NH:12][C:14]([CH2:16][CH3:17])([CH3:20])[C:13]1=[O:18])([CH3:7])([CH3:9])[CH3:8], predict the reactants needed to synthesize it. The reactants are: [CH2:1]([C:3]([NH2:12])([CH2:10][CH3:11])[CH2:4][NH:5][C:6]([CH3:9])([CH3:8])[CH3:7])[CH3:2].[CH3:13][C:14]([CH2:16][CH3:17])=O.[OH-:18].[Na+].[CH:20](Cl)(Cl)Cl. (2) Given the product [NH2:21][C:16]1[CH:17]=[C:18]([O:22][C:23]2[CH:28]=[CH:27][C:26]([NH:29][C:30](=[O:42])[C:31]3[CH:32]=[CH:12][N:15]=[C:16]([NH:21][C:47]4[CH:49]=[CH:25][C:24]([F:43])=[CH:23][CH:28]=4)[CH:17]=3)=[CH:25][C:24]=2[F:43])[CH:13]=[CH:12][N:15]=1, predict the reactants needed to synthesize it. The reactants are: C(OC1C=[CH:13][C:12]([NH:15][C:16]2[N:21]=CN=[C:18]([O:22][C:23]3[CH:28]=[CH:27][C:26]([NH:29][C:30](=[O:42])[CH2:31][C:32](NC4C=CC(F)=CC=4)=O)=[CH:25][C:24]=3[F:43])[CH:17]=2)=CC=1)C1C=CC=CC=1.CCO[C:47]([CH3:49])=O.C([O-])(O)=O.[Na+]. (3) Given the product [Cl:1][C:2]1[CH:7]=[C:6]([N:8]([CH2:10][C:11]2[S:12][C:13]([Cl:16])=[CH:14][CH:15]=2)[CH3:9])[CH:5]=[CH:4][C:3]=1[NH:17][C:26](=[O:27])[CH2:25][C:22]1[CH:23]=[CH:24][C:19]([Cl:18])=[CH:20][CH:21]=1, predict the reactants needed to synthesize it. The reactants are: [Cl:1][C:2]1[CH:7]=[C:6]([N:8]([CH2:10][C:11]2[S:12][C:13]([Cl:16])=[CH:14][CH:15]=2)[CH3:9])[CH:5]=[CH:4][C:3]=1[NH2:17].[Cl:18][C:19]1[CH:24]=[CH:23][C:22]([CH2:25][C:26](Cl)=[O:27])=[CH:21][CH:20]=1.C(=O)(O)[O-].[Na+]. (4) Given the product [CH3:24][N:5]1[CH2:4][CH2:3][N:2]([C:8]2[C:9]3[N:10]([N:19]=[N:20][N:21]=3)[C:11]([C:14]3[S:15][CH:16]=[CH:17][CH:18]=3)=[CH:12][N:13]=2)[CH2:7][CH2:6]1, predict the reactants needed to synthesize it. The reactants are: Cl.[N:2]1([C:8]2[C:9]3[N:10]([N:19]=[N:20][N:21]=3)[C:11]([C:14]3[S:15][CH:16]=[CH:17][CH:18]=3)=[CH:12][N:13]=2)[CH2:7][CH2:6][NH:5][CH2:4][CH2:3]1.C=O.[CH2:24](Cl)Cl.C([O-])(O)=O.[Na+]. (5) Given the product [O:1]=[C:2]1[C:7]([CH2:8][C:9]2[CH:14]=[CH:13][C:12]([C:15]3[CH:20]=[CH:19][CH:18]=[CH:17][C:16]=3[C:21]3[NH:25][C:24](=[O:26])[O:23][N:22]=3)=[CH:11][CH:10]=2)=[C:6]([CH2:27][CH2:28][CH3:29])[N:5]2[N:30]=[CH:31][N:32]=[C:4]2[N:3]1[C@H:33]1[CH2:34][CH2:35][C@H:36]([O:39][CH2:40][C:41]2([C:45]#[N:47])[CH2:44][CH2:43][CH2:42]2)[CH2:37][CH2:38]1, predict the reactants needed to synthesize it. The reactants are: [O:1]=[C:2]1[C:7]([CH2:8][C:9]2[CH:14]=[CH:13][C:12]([C:15]3[CH:20]=[CH:19][CH:18]=[CH:17][C:16]=3[C:21]3[NH:25][C:24](=[O:26])[O:23][N:22]=3)=[CH:11][CH:10]=2)=[C:6]([CH2:27][CH2:28][CH3:29])[N:5]2[N:30]=[CH:31][N:32]=[C:4]2[N:3]1[C@H:33]1[CH2:38][CH2:37][C@H:36]([O:39][CH2:40][C:41]2([C:45]([NH2:47])=O)[CH2:44][CH2:43][CH2:42]2)[CH2:35][CH2:34]1.N1C=CC=CC=1.FC(F)(F)C(OC(=O)C(F)(F)F)=O.